This data is from TCR-epitope binding with 47,182 pairs between 192 epitopes and 23,139 TCRs. The task is: Binary Classification. Given a T-cell receptor sequence (or CDR3 region) and an epitope sequence, predict whether binding occurs between them. The epitope is RTLNAWVKV. The TCR CDR3 sequence is CASSLAGGVDIYDEQFF. Result: 0 (the TCR does not bind to the epitope).